This data is from Catalyst prediction with 721,799 reactions and 888 catalyst types from USPTO. The task is: Predict which catalyst facilitates the given reaction. (1) Reactant: [CH3:1][C:2]1[CH:7]=[C:6]([CH3:8])[NH:5][C:4](=[O:9])[C:3]=1[CH2:10][NH:11][C:12]([C:14]1[C:15]([CH3:35])=[C:16]([C:19](=[C:22]2[CH2:27][CH2:26][N:25](C(OC(C)(C)C)=O)[CH2:24][CH2:23]2)[CH2:20][CH3:21])[S:17][CH:18]=1)=[O:13].Cl.O1CCOCC1. Product: [CH3:1][C:2]1[CH:7]=[C:6]([CH3:8])[NH:5][C:4](=[O:9])[C:3]=1[CH2:10][NH:11][C:12]([C:14]1[C:15]([CH3:35])=[C:16]([C:19](=[C:22]2[CH2:23][CH2:24][NH:25][CH2:26][CH2:27]2)[CH2:20][CH3:21])[S:17][CH:18]=1)=[O:13]. The catalyst class is: 5. (2) Reactant: [Si]([O:8][CH2:9][C@@H:10]1[O:14][C:13]([CH3:16])([CH3:15])[O:12][C@H:11]1[CH2:17][N:18]1[C:28]2=[C:29]3[C:24](=[CH:25][CH:26]=[CH:27]2)[C:23]([CH3:31])([CH3:30])[CH2:22][CH2:21][N:20]3[C:19]1=[O:32])(C(C)(C)C)(C)C. Product: [OH:8][CH2:9][C@@H:10]1[O:14][C:13]([CH3:16])([CH3:15])[O:12][C@H:11]1[CH2:17][N:18]1[C:28]2=[C:29]3[C:24](=[CH:25][CH:26]=[CH:27]2)[C:23]([CH3:31])([CH3:30])[CH2:22][CH2:21][N:20]3[C:19]1=[O:32]. The catalyst class is: 20. (3) Reactant: O.O.[Sn](Cl)Cl.[CH3:6][C:7]1[C:25]([N+:26]([O-])=O)=[CH:24][CH:23]=[C:22]([CH3:29])[C:8]=1[O:9][C:10]1[C:15]([C:16]2[CH:21]=[CH:20][N:19]=[CH:18][N:17]=2)=[CH:14][CH:13]=[CH:12][N:11]=1. Product: [CH3:6][C:7]1[C:8]([O:9][C:10]2[C:15]([C:16]3[CH:21]=[CH:20][N:19]=[CH:18][N:17]=3)=[CH:14][CH:13]=[CH:12][N:11]=2)=[C:22]([CH3:29])[CH:23]=[CH:24][C:25]=1[NH2:26]. The catalyst class is: 5. (4) Reactant: [F:1][C:2]1[CH:9]=[CH:8][C:5]([CH:6]=O)=[CH:4][CH:3]=1.[CH3:10][O:11][C:12]1[CH:13]=[C:14]([CH:16]=[C:17]([O:19][CH3:20])[CH:18]=1)[NH2:15]. Product: [F:1][C:2]1[CH:9]=[CH:8][C:5]([CH:6]=[N:15][C:14]2[CH:16]=[C:17]([O:19][CH3:20])[CH:18]=[C:12]([O:11][CH3:10])[CH:13]=2)=[CH:4][CH:3]=1. The catalyst class is: 8. (5) Product: [F:1][C:2]1[CH:7]=[CH:6][CH:5]=[CH:4][C:3]=1[CH2:8][O:9][C:10]1[CH:15]=[CH:14][C:13]([C@@H:16]2[NH:20][C@:19]([CH2:31][O:32][CH3:33])([C:34]([NH:36][CH3:37])=[O:35])[CH2:18][CH2:17]2)=[CH:12][CH:11]=1. The catalyst class is: 19. Reactant: [F:1][C:2]1[CH:7]=[CH:6][CH:5]=[CH:4][C:3]=1[CH2:8][O:9][C:10]1[CH:15]=[CH:14][C:13]([C@@H:16]2[N:20](C(OCC3C=CC=CC=3)=O)[C@@:19]([C:34]([NH:36][CH3:37])=[O:35])([CH2:31][O:32][CH3:33])[CH2:18][CH2:17]2)=[CH:12][CH:11]=1. (6) Reactant: [CH:1]1([C:4]2[N:5](COCC[Si](C)(C)C)[C:6]([C:21]3[CH:26]=[CH:25][N:24]=[C:23]([NH:27][CH3:28])[N:22]=3)=[C:7]([C:9]3[C:10]([F:20])=[C:11]([NH:15][S:16]([CH3:19])(=[O:18])=[O:17])[CH:12]=[CH:13][CH:14]=3)[N:8]=2)[CH2:3][CH2:2]1.Cl. Product: [CH:1]1([C:4]2[NH:5][C:6]([C:21]3[CH:26]=[CH:25][N:24]=[C:23]([NH:27][CH3:28])[N:22]=3)=[C:7]([C:9]3[C:10]([F:20])=[C:11]([NH:15][S:16]([CH3:19])(=[O:17])=[O:18])[CH:12]=[CH:13][CH:14]=3)[N:8]=2)[CH2:2][CH2:3]1. The catalyst class is: 14. (7) Reactant: Cl.[CH3:2][O:3][C:4]1[CH:5]=[C:6]([C:12]2[C@@H:21]3[C@@H:16]([CH2:17][CH2:18][CH2:19][CH2:20]3)[C:15](=[O:22])[N:14]([CH:23]3[CH2:28][CH2:27][NH:26][CH2:25][CH2:24]3)[N:13]=2)[CH:7]=[CH:8][C:9]=1[O:10][CH3:11].[C:29]([O:33][C:34]([NH:36][C@@H:37]([C:42](O)=[O:43])[CH2:38][N:39]([CH3:41])[CH3:40])=[O:35])([CH3:32])([CH3:31])[CH3:30].CN(C(ON1N=NC2C=CC=NC1=2)=[N+](C)C)C.F[P-](F)(F)(F)(F)F.CCN(C(C)C)C(C)C. Product: [CH3:2][O:3][C:4]1[CH:5]=[C:6]([C:12]2[C@@H:21]3[C@@H:16]([CH2:17][CH2:18][CH2:19][CH2:20]3)[C:15](=[O:22])[N:14]([CH:23]3[CH2:24][CH2:25][N:26]([C:42](=[O:43])[C@H:37]([NH:36][C:34](=[O:35])[O:33][C:29]([CH3:30])([CH3:31])[CH3:32])[CH2:38][N:39]([CH3:40])[CH3:41])[CH2:27][CH2:28]3)[N:13]=2)[CH:7]=[CH:8][C:9]=1[O:10][CH3:11]. The catalyst class is: 2.